This data is from Catalyst prediction with 721,799 reactions and 888 catalyst types from USPTO. The task is: Predict which catalyst facilitates the given reaction. (1) Reactant: [CH3:1][C:2]1[C:3]([C:16]([C:18]2[CH:26]=[CH:25][C:21]([C:22](O)=[O:23])=[CH:20][CH:19]=2)=[CH2:17])=[CH:4][C:5]2[C:6]([CH3:15])([CH3:14])[CH2:7][CH2:8][C:9]([CH3:13])([CH3:12])[C:10]=2[CH:11]=1.[H-].[H-].[H-].[H-].[Li+].[Al+3]. Product: [CH3:1][C:2]1[C:3]([C:16]([C:18]2[CH:26]=[CH:25][C:21]([CH2:22][OH:23])=[CH:20][CH:19]=2)=[CH2:17])=[CH:4][C:5]2[C:6]([CH3:15])([CH3:14])[CH2:7][CH2:8][C:9]([CH3:12])([CH3:13])[C:10]=2[CH:11]=1. The catalyst class is: 1. (2) Reactant: Cl[C:2]1[N:7]=[C:6]([C:8]2[C:16]3[C:11](=[CH:12][CH:13]=[C:14]([C:17]4[S:21][C:20]([NH:22][CH2:23][C:24]5[CH:29]=[CH:28][C:27]([O:30][CH3:31])=[CH:26][CH:25]=5)=[N:19][N:18]=4)[CH:15]=3)[N:10]([S:32]([C:35]3[CH:41]=[CH:40][C:38]([CH3:39])=[CH:37][CH:36]=3)(=[O:34])=[O:33])[CH:9]=2)[CH:5]=[N:4][CH:3]=1.[CH3:42][N:43]1[CH2:48][CH2:47][NH:46][CH2:45][C:44]1=[O:49].CCN(CC)CC.O. Product: [CH3:31][O:30][C:27]1[CH:26]=[CH:25][C:24]([CH2:23][NH:22][C:20]2[S:21][C:17]([C:14]3[CH:15]=[C:16]4[C:11](=[CH:12][CH:13]=3)[N:10]([S:32]([C:35]3[CH:36]=[CH:37][C:38]([CH3:39])=[CH:40][CH:41]=3)(=[O:34])=[O:33])[CH:9]=[C:8]4[C:6]3[N:7]=[C:2]([N:46]4[CH2:47][CH2:48][N:43]([CH3:42])[C:44](=[O:49])[CH2:45]4)[CH:3]=[N:4][CH:5]=3)=[N:18][N:19]=2)=[CH:29][CH:28]=1. The catalyst class is: 37. (3) Reactant: [F:1][C:2]([F:14])([F:13])[O:3][C:4]1[CH:12]=[CH:11][C:7]([C:8]([OH:10])=O)=[CH:6][CH:5]=1.CN(C(ON1N=NC2C=CC=NC1=2)=[N+](C)C)C.F[P-](F)(F)(F)(F)F.CCN(C(C)C)C(C)C.[NH2:48][C:49]([CH3:67])([CH2:52][O:53][C:54]1[C:55]([F:66])=[C:56]([F:65])[C:57]2[CH2:61][O:60][B:59]([OH:62])[C:58]=2[C:63]=1[Cl:64])[C:50]#[N:51]. Product: [Cl:64][C:63]1[C:58]2[B:59]([OH:62])[O:60][CH2:61][C:57]=2[C:56]([F:65])=[C:55]([F:66])[C:54]=1[O:53][CH2:52][C:49]([NH:48][C:8](=[O:10])[C:7]1[CH:6]=[CH:5][C:4]([O:3][C:2]([F:1])([F:14])[F:13])=[CH:12][CH:11]=1)([C:50]#[N:51])[CH3:67]. The catalyst class is: 3. (4) Product: [Br:1][C:2]1[CH:3]=[CH:4][C:5]([CH2:8][Br:29])=[N:6][CH:7]=1. Reactant: [Br:1][C:2]1[CH:3]=[CH:4][C:5]([CH2:8]O)=[N:6][CH:7]=1.C1(P(C2C=CC=CC=2)C2C=CC=CC=2)C=CC=CC=1.[Br:29]N1C(=O)CCC1=O. The catalyst class is: 4. (5) Reactant: [NH2:1][C@@H:2]1[CH2:7][CH2:6][CH2:5][CH2:4][C@H:3]1[CH2:8][NH:9][C:10]1[C:15]([F:16])=[CH:14][N:13]=[C:12]([C:17]2[C:25]3[C:20](=[N:21][CH:22]=[C:23]([Cl:26])[CH:24]=3)[N:19](S(C3C=CC(C)=CC=3)(=O)=O)[CH:18]=2)[N:11]=1.[Li+].[OH-]. Product: [NH2:1][C@@H:2]1[CH2:7][CH2:6][CH2:5][CH2:4][C@H:3]1[CH2:8][NH:9][C:10]1[C:15]([F:16])=[CH:14][N:13]=[C:12]([C:17]2[C:25]3[C:20](=[N:21][CH:22]=[C:23]([Cl:26])[CH:24]=3)[NH:19][CH:18]=2)[N:11]=1. The catalyst class is: 49. (6) Reactant: [F:1][C:2]1[CH:8]=[CH:7][C:5]([NH2:6])=[CH:4][CH:3]=1.[CH3:9][O:10][CH2:11][CH2:12]Br.C(=O)([O-])[O-].[Na+].[Na+].CN(C=O)C. Product: [F:1][C:2]1[CH:8]=[CH:7][C:5]([NH:6][CH2:12][CH2:11][O:10][CH3:9])=[CH:4][CH:3]=1. The catalyst class is: 6. (7) Reactant: [CH3:1][O-:2].[Na+].Br[CH2:5][C:6](=[CH2:11])[C:7]([O:9][CH3:10])=[O:8].[CH3:12][OH:13]. Product: [CH3:1][O:2][CH2:5][CH:6]([CH2:11][O:13][CH3:12])[C:7]([O:9][CH3:10])=[O:8]. The catalyst class is: 27. (8) Reactant: Br[C:2]1[CH:7]=[CH:6][CH:5]=[CH:4][C:3]=1[C:8]1[CH:13]=[CH:12][CH:11]=[CH:10][CH:9]=1.[C:14]1([NH:20][C:21]2[CH:26]=[CH:25][CH:24]=[CH:23][CH:22]=2)[CH:19]=[CH:18][CH:17]=[CH:16][CH:15]=1.CC(C)([O-])C.[Na+].C(P(C(C)(C)C)C(C)(C)C)(C)(C)C. Product: [C:3]1([C:8]2[CH:13]=[CH:12][CH:11]=[CH:10][CH:9]=2)[CH:4]=[CH:5][CH:6]=[CH:7][C:2]=1[N:20]([C:21]1[CH:22]=[CH:23][CH:24]=[CH:25][CH:26]=1)[C:14]1[CH:19]=[CH:18][CH:17]=[CH:16][CH:15]=1. The catalyst class is: 164. (9) The catalyst class is: 1. Product: [CH3:1][C:2]1[C:3]([C:17]([OH:19])=[O:18])=[N:4][O:5][C:6]=1[CH:7]1[CH2:8][CH2:9][C:10]2([O:14][CH2:13][CH2:12][O:11]2)[CH2:15][CH2:16]1. Reactant: [CH3:1][C:2]1[C:3]([C:17]([O:19]CC)=[O:18])=[N:4][O:5][C:6]=1[CH:7]1[CH2:16][CH2:15][C:10]2([O:14][CH2:13][CH2:12][O:11]2)[CH2:9][CH2:8]1.[OH-].[Na+].O.Cl. (10) Product: [C:1]([O:5][C:6]([N:8]1[CH2:17][CH2:16][C:15]2[C:10](=[CH:11][C:12]([O:18][C:31]3[CH:39]=[CH:38][C:34]([C:35](=[O:36])[NH2:37])=[CH:33][N:32]=3)=[CH:13][CH:14]=2)[CH2:9]1)=[O:7])([CH3:4])([CH3:2])[CH3:3]. The catalyst class is: 170. Reactant: [C:1]([O:5][C:6]([N:8]1[CH2:17][CH2:16][C:15]2[C:10](=[CH:11][C:12]([OH:18])=[CH:13][CH:14]=2)[CH2:9]1)=[O:7])([CH3:4])([CH3:3])[CH3:2].C(=O)([O-])[O-].[Cs+].[Cs+].CN(C)C=O.Cl[C:31]1[CH:39]=[CH:38][C:34]([C:35]([NH2:37])=[O:36])=[CH:33][N:32]=1.